This data is from Reaction yield outcomes from USPTO patents with 853,638 reactions. The task is: Predict the reaction yield, written as a fraction of the theoretical maximum amount of product (1.0 means a 100% yield; for example, 0.34 means a 34% yield). (1) The reactants are [CH3:1][C:2]1[N:7]=[C:6]([S:8][CH2:9][C:10]2[N:11]=[C:12]([CH3:15])[S:13][CH:14]=2)[N:5]=[C:4]([OH:16])[CH:3]=1.[ClH:17].O1CCOCC1. The catalyst is CO. The product is [ClH:17].[CH3:1][C:2]1[N:7]=[C:6]([S:8][CH2:9][C:10]2[N:11]=[C:12]([CH3:15])[S:13][CH:14]=2)[N:5]=[C:4]([OH:16])[CH:3]=1. The yield is 1.00. (2) The reactants are [CH2:1]([Li])[CH2:2][CH2:3][CH3:4].[Br:6][C:7]1[CH:11]=[CH:10][S:9][CH:8]=1.[N:12]12[CH2:19][CH2:18][C:15]([C:20]([O:22]CC)=O)([CH2:16][CH2:17]1)[CH2:14][CH2:13]2. The catalyst is C(OCC)C.C1COCC1.CCOCC.CS(C)=O. The product is [Br-:6].[CH2:1]([N+:12]12[CH2:13][CH2:14][C:15]([C:20]([OH:22])([C:7]3[CH:11]=[CH:10][S:9][CH:8]=3)[C:7]3[CH:11]=[CH:10][S:9][CH:8]=3)([CH2:16][CH2:17]1)[CH2:18][CH2:19]2)[CH2:2][CH2:3][CH3:4]. The yield is 0.0940. (3) The reactants are [CH2:1]([O:3][C:4]([C:6]1[O:14][C:13]2[CH:12]=[CH:11][N:10]=[CH:9][C:8]=2[C:7]=1[NH2:15])=[O:5])[CH3:2].Br[C:17]1[CH:22]=[CH:21][C:20]([S:23][CH3:24])=[CH:19][C:18]=1[F:25].CC1(C)C2C(=C(P(C3C=CC=CC=3)C3C=CC=CC=3)C=CC=2)OC2C(P(C3C=CC=CC=3)C3C=CC=CC=3)=CC=CC1=2.[O-]P([O-])([O-])=O.[K+].[K+].[K+]. The catalyst is C1(C)C=CC=CC=1.C1C=CC(/C=C/C(/C=C/C2C=CC=CC=2)=O)=CC=1.C1C=CC(/C=C/C(/C=C/C2C=CC=CC=2)=O)=CC=1.C1C=CC(/C=C/C(/C=C/C2C=CC=CC=2)=O)=CC=1.[Pd].[Pd]. The product is [CH2:1]([O:3][C:4]([C:6]1[O:14][C:13]2[CH:12]=[CH:11][N:10]=[CH:9][C:8]=2[C:7]=1[NH:15][C:17]1[CH:22]=[CH:21][C:20]([S:23][CH3:24])=[CH:19][C:18]=1[F:25])=[O:5])[CH3:2]. The yield is 0.630. (4) The reactants are [Cl-].O[NH3+:3].[C:4](=[O:7])([O-])[OH:5].[Na+].CS(C)=O.[F:13][C:14]1[CH:15]=[C:16]([N:21]2[C:26](=[O:27])[C:25]([CH2:28][C:29]3[CH:34]=[CH:33][C:32]([C:35]4[C:36]([C:41]#[N:42])=[CH:37][CH:38]=[CH:39][CH:40]=4)=[CH:31][CH:30]=3)=[C:24]([CH2:43][CH2:44][CH3:45])[N:23]=[C:22]2[CH3:46])[CH:17]=[CH:18][C:19]=1[OH:20]. The catalyst is O.C(OCC)(=O)C. The product is [F:13][C:14]1[CH:15]=[C:16]([N:21]2[C:26](=[O:27])[C:25]([CH2:28][C:29]3[CH:34]=[CH:33][C:32]([C:35]4[CH:40]=[CH:39][CH:38]=[CH:37][C:36]=4[C:41]4[NH:3][C:4](=[O:7])[O:5][N:42]=4)=[CH:31][CH:30]=3)=[C:24]([CH2:43][CH2:44][CH3:45])[N:23]=[C:22]2[CH3:46])[CH:17]=[CH:18][C:19]=1[OH:20]. The yield is 0.640. (5) The reactants are [C:1]([NH:5][C:6]([C:8]1[C:16]2[C:11](=[N:12][CH:13]=[C:14](Br)[N:15]=2)[N:10]([CH2:18][O:19][CH2:20][CH2:21][Si:22]([CH3:25])([CH3:24])[CH3:23])[CH:9]=1)=[O:7])([CH3:4])([CH3:3])[CH3:2].[CH3:26][S:27]([C:30]1[CH:38]=[C:37]2[C:33]([C:34]([Sn](CCCC)(CCCC)CCCC)=[N:35][N:36]2[CH3:39])=[CH:32][CH:31]=1)(=[O:29])=[O:28]. The catalyst is CN(C=O)C.C1C=CC([P]([Pd]([P](C2C=CC=CC=2)(C2C=CC=CC=2)C2C=CC=CC=2)([P](C2C=CC=CC=2)(C2C=CC=CC=2)C2C=CC=CC=2)[P](C2C=CC=CC=2)(C2C=CC=CC=2)C2C=CC=CC=2)(C2C=CC=CC=2)C2C=CC=CC=2)=CC=1.[Cu]I. The product is [C:1]([NH:5][C:6]([C:8]1[C:16]2[C:11](=[N:12][CH:13]=[C:14]([C:34]3[C:33]4[C:37](=[CH:38][C:30]([S:27]([CH3:26])(=[O:28])=[O:29])=[CH:31][CH:32]=4)[N:36]([CH3:39])[N:35]=3)[N:15]=2)[N:10]([CH2:18][O:19][CH2:20][CH2:21][Si:22]([CH3:25])([CH3:24])[CH3:23])[CH:9]=1)=[O:7])([CH3:4])([CH3:3])[CH3:2]. The yield is 0.550. (6) The reactants are C[O:2][C:3](=O)[C:4]1[CH:9]=[CH:8][C:7]([NH:10][C:11](=[O:27])[C@@H:12]([C:19]2[CH:24]=[CH:23][C:22]([Cl:25])=[C:21]([Cl:26])[CH:20]=2)[CH2:13][CH:14]2[CH2:18][CH2:17][CH2:16][CH2:15]2)=[N:6][CH:5]=1.[H-].[Al+3].[Li+].[H-].[H-].[H-]. The catalyst is C(OCC)C.O. The product is [CH:14]1([CH2:13][CH:12]([C:19]2[CH:24]=[CH:23][C:22]([Cl:25])=[C:21]([Cl:26])[CH:20]=2)[C:11]([NH:10][C:7]2[CH:8]=[CH:9][C:4]([CH2:3][OH:2])=[CH:5][N:6]=2)=[O:27])[CH2:15][CH2:16][CH2:17][CH2:18]1. The yield is 0.350. (7) The reactants are [CH3:1][O:2][C:3](=[O:17])[C:4]1[C:9]([CH:10]=[CH2:11])=[CH:8][CH:7]=[CH:6][C:5]=1[CH2:12][C:13]([O:15][CH3:16])=[O:14].[C:18]([OH:21])(=[S:20])[CH3:19].CC(N=NC(C#N)(C)C)(C#N)C. The catalyst is C1C=CC=CC=1. The product is [CH3:1][O:2][C:3](=[O:17])[C:4]1[C:5]([CH2:12][C:13]([O:15][CH3:16])=[O:14])=[CH:6][CH:7]=[CH:8][C:9]=1[CH2:10][CH2:11][S:20][C:18](=[O:21])[CH3:19]. The yield is 0.330.